This data is from Forward reaction prediction with 1.9M reactions from USPTO patents (1976-2016). The task is: Predict the product of the given reaction. (1) Given the reactants [NH:1]1[C:9]2[C:4](=[CH:5][CH:6]=[CH:7][CH:8]=2)[C:3](/[CH:10]=[C:11]2\[O:12][C:13]3[C:20]([CH2:21][N:22]4[CH2:28][CH2:27][CH2:26][N:25](C(OC(C)(C)C)=O)[CH2:24][CH2:23]4)=[C:19]([OH:36])[CH:18]=[CH:17][C:14]=3[C:15]\2=[O:16])=[CH:2]1.Cl, predict the reaction product. The product is: [N:22]1([CH2:21][C:20]2[C:13]3[O:12]/[C:11](=[CH:10]\[C:3]4[C:4]5[C:9](=[CH:8][CH:7]=[CH:6][CH:5]=5)[NH:1][CH:2]=4)/[C:15](=[O:16])[C:14]=3[CH:17]=[CH:18][C:19]=2[OH:36])[CH2:28][CH2:27][CH2:26][NH:25][CH2:24][CH2:23]1. (2) Given the reactants [NH2:1][C:2]1[N:7]=[C:6]([S:8]([NH:11][C:12]([C:14]2[C:15]([N:32]3[CH2:36][C@@H:35]([CH3:37])[CH2:34][C:33]3([CH3:39])[CH3:38])=[N:16][C:17]([C:20]3[CH:25]=[C:24]([O:26][CH2:27][CH:28]([CH3:30])[CH3:29])[CH:23]=[C:22]([F:31])[CH:21]=3)=[CH:18][CH:19]=2)=[O:13])(=[O:10])=[O:9])[CH:5]=[CH:4][CH:3]=1.[C:40]([O-])([O-])=O.[Cs+].[Cs+].O, predict the reaction product. The product is: [NH2:1][C:2]1[N:7]=[C:6]([S:8]([N:11]([CH3:40])[C:12]([C:14]2[C:15]([N:32]3[CH2:36][C@@H:35]([CH3:37])[CH2:34][C:33]3([CH3:39])[CH3:38])=[N:16][C:17]([C:20]3[CH:25]=[C:24]([O:26][CH2:27][CH:28]([CH3:30])[CH3:29])[CH:23]=[C:22]([F:31])[CH:21]=3)=[CH:18][CH:19]=2)=[O:13])(=[O:9])=[O:10])[CH:5]=[CH:4][CH:3]=1. (3) Given the reactants [Si]([O:8][C@@H:9]1[C@@:26]2([CH3:27])[C:13](=[CH:14][CH:15]=[C:16]3[C@@H:25]2[CH2:24][CH2:23][C@@:21]2([CH3:22])[C@H:17]3[CH2:18][CH:19]=[C:20]2[CH2:28][O:29][CH2:30][C:31]#[C:32][C:33]([O:36][Si](CC)(CC)CC)([CH3:35])[CH3:34])[CH2:12][C@@H:11]([O:44][Si](C(C)(C)C)(C)C)[CH2:10]1)(C(C)(C)C)(C)C.O1CCCC1.[F-].C([N+](CCCC)(CCCC)CCCC)CCC, predict the reaction product. The product is: [OH:8][C@@H:9]1[C@@:26]2([CH3:27])[C:13](=[CH:14][CH:15]=[C:16]3[C@@H:25]2[CH2:24][CH2:23][C@@:21]2([CH3:22])[C@H:17]3[CH2:18][CH:19]=[C:20]2[CH2:28][O:29][CH2:30][C:31]#[C:32][C:33]([OH:36])([CH3:35])[CH3:34])[CH2:12][C@@H:11]([OH:44])[CH2:10]1. (4) Given the reactants [F:1][C:2]([F:26])([F:25])[CH2:3][NH:4][C:5]([C:7]1([CH2:20][CH2:21][CH2:22][CH2:23]Br)[C:19]2[CH:18]=[CH:17][CH:16]=[CH:15][C:14]=2[C:13]2[C:8]1=[CH:9][CH:10]=[CH:11][CH:12]=2)=[O:6].[CH3:27][C:28]1[C:37]2[C:32](=[CH:33][CH:34]=[CH:35][CH:36]=2)[N:31]=[C:30]([N:38]2[CH2:43][CH2:42][NH:41][CH2:40][CH2:39]2)[CH:29]=1, predict the reaction product. The product is: [F:1][C:2]([F:26])([F:25])[CH2:3][NH:4][C:5]([C:7]1([CH2:20][CH2:21][CH2:22][CH2:23][N:41]2[CH2:42][CH2:43][N:38]([C:30]3[CH:29]=[C:28]([CH3:27])[C:37]4[C:32](=[CH:33][CH:34]=[CH:35][CH:36]=4)[N:31]=3)[CH2:39][CH2:40]2)[C:19]2[CH:18]=[CH:17][CH:16]=[CH:15][C:14]=2[C:13]2[C:8]1=[CH:9][CH:10]=[CH:11][CH:12]=2)=[O:6].